Dataset: Reaction yield outcomes from USPTO patents with 853,638 reactions. Task: Predict the reaction yield, written as a fraction of the theoretical maximum amount of product (1.0 means a 100% yield; for example, 0.34 means a 34% yield). The reactants are Br[C:2]1[CH:3]=[C:4]([O:10][CH:11]([F:13])[F:12])[C:5](=[O:9])[N:6]([CH3:8])[CH:7]=1.[F:14][C:15]1[CH:42]=[C:41]([F:43])[CH:40]=[CH:39][C:16]=1[O:17][C:18]1[CH:23]=[CH:22][C:21]([NH:24][S:25]([CH2:28][CH3:29])(=[O:27])=[O:26])=[CH:20][C:19]=1B1OC(C)(C)C(C)(C)O1.[O-]P([O-])([O-])=O.[K+].[K+].[K+]. The catalyst is O1CCOCC1.O.C1C=CC(P(C2C=CC=CC=2)[C-]2C=CC=C2)=CC=1.C1C=CC(P(C2C=CC=CC=2)[C-]2C=CC=C2)=CC=1.Cl[Pd]Cl.[Fe+2]. The product is [F:12][CH:11]([F:13])[O:10][C:4]1[C:5](=[O:9])[N:6]([CH3:8])[CH:7]=[C:2]([C:23]2[CH:22]=[C:21]([NH:24][S:25]([CH2:28][CH3:29])(=[O:26])=[O:27])[CH:20]=[CH:19][C:18]=2[O:17][C:16]2[CH:39]=[CH:40][C:41]([F:43])=[CH:42][C:15]=2[F:14])[CH:3]=1. The yield is 0.130.